This data is from Catalyst prediction with 721,799 reactions and 888 catalyst types from USPTO. The task is: Predict which catalyst facilitates the given reaction. (1) Reactant: [F:1][C:2]1[CH:7]=[CH:6][C:5](/[CH:8]=[CH:9]/[C:10]([O:12][CH3:13])=[O:11])=[CH:4][C:3]=1[CH3:14]. Product: [F:1][C:2]1[CH:7]=[CH:6][C:5]([CH2:8][CH2:9][C:10]([O:12][CH3:13])=[O:11])=[CH:4][C:3]=1[CH3:14]. The catalyst class is: 43. (2) Reactant: C(=O)C=C.[CH3:5][O:6][CH2:7][CH2:8][C:9]1[C:17]2[C:16]([NH:18][C@H:19]3[CH2:24][N:23]([C:25](=[O:28])[CH:26]=[CH2:27])[C@@H:22]([CH3:29])[CH2:21][CH2:20]3)=[N:15][CH:14]=[N:13][C:12]=2[N:11](S(C2C=CC(C)=CC=2)(=O)=O)[CH:10]=1.CCCC[N+](CCCC)(CCCC)CCCC.[F-]. Product: [CH3:5][O:6][CH2:7][CH2:8][C:9]1[C:17]2[C:16]([NH:18][C@H:19]3[CH2:24][N:23]([C:25](=[O:28])[CH:26]=[CH2:27])[C@@H:22]([CH3:29])[CH2:21][CH2:20]3)=[N:15][CH:14]=[N:13][C:12]=2[NH:11][CH:10]=1. The catalyst class is: 49. (3) Reactant: [CH3:1][C@@H:2]1[CH2:6][CH2:5][CH2:4][N:3]1[CH2:7][CH2:8][C:9]1[CH:14]=[CH:13][C:12]([C:15]2[CH:20]=[CH:19][C:18]([CH2:21][CH2:22][C:23](O)=[O:24])=[CH:17][CH:16]=2)=[CH:11][CH:10]=1.Cl.[NH2:27][CH2:28][CH2:29][C:30]([O:32][C:33]([CH3:36])([CH3:35])[CH3:34])=[O:31].CN(C(ON1N=NC2C=CC=NC1=2)=[N+](C)C)C.F[P-](F)(F)(F)(F)F.Cl. Product: [CH3:1][C@@H:2]1[CH2:6][CH2:5][CH2:4][N:3]1[CH2:7][CH2:8][C:9]1[CH:14]=[CH:13][C:12]([C:15]2[CH:16]=[CH:17][C:18]([CH2:21][CH2:22][C:23]([NH:27][CH2:28][CH2:29][C:30]([O:32][C:33]([CH3:36])([CH3:35])[CH3:34])=[O:31])=[O:24])=[CH:19][CH:20]=2)=[CH:11][CH:10]=1. The catalyst class is: 18. (4) The catalyst class is: 3. Product: [Cl:1][C:2]1[NH:10][C:9]2[C:8](=[O:11])[N:7]([CH2:12][CH2:13][CH2:14][CH2:15][C:16]3[O:18][N:40]=[C:39]([C:41]4[CH:46]=[CH:45][C:44]([OH:47])=[CH:43][CH:42]=4)[N:38]=3)[C:6](=[O:19])[N:5]([CH2:20][CH2:21][CH2:22][CH2:23][CH3:24])[C:4]=2[N:3]=1. Reactant: [Cl:1][C:2]1[NH:10][C:9]2[C:8](=[O:11])[N:7]([CH2:12][CH2:13][CH2:14][CH2:15][C:16]([OH:18])=O)[C:6](=[O:19])[N:5]([CH2:20][CH2:21][CH2:22][CH2:23][CH3:24])[C:4]=2[N:3]=1.C1N=CN(C(N2C=NC=C2)=O)C=1.O[NH:38][C:39]([C:41]1[CH:46]=[CH:45][C:44]([OH:47])=[CH:43][CH:42]=1)=[NH:40]. (5) Reactant: Br[CH:2]([CH2:8]Br)[C:3]([O:5][CH2:6][CH3:7])=[O:4].[NH2:10][C:11]1[CH:16]=[CH:15][CH:14]=[CH:13][C:12]=1[OH:17].C(=O)([O-])[O-].[K+].[K+]. Product: [O:17]1[CH:2]([C:3]([O:5][CH2:6][CH3:7])=[O:4])[CH2:8][NH:10][C:11]2[CH:16]=[CH:15][CH:14]=[CH:13][C:12]1=2. The catalyst class is: 21. (6) Reactant: [Cl:1][C:2]1[S:6][C:5]([C:7]2[N:12]=[C:11]([NH:13][C:14]3[CH:19]=[CH:18][C:17]([CH2:20]/[C:21](=[N:24]\[C:25](=O)[O:26]C4C=CC=CC=4)/[NH:22][OH:23])=[CH:16][CH:15]=3)[C:10]([CH2:34][CH3:35])=[C:9]([CH3:36])[N:8]=2)=[CH:4][CH:3]=1. Product: [Cl:1][C:2]1[S:6][C:5]([C:7]2[N:12]=[C:11]([NH:13][C:14]3[CH:15]=[CH:16][C:17]([CH2:20][C:21]4[NH:24][C:25](=[O:26])[O:23][N:22]=4)=[CH:18][CH:19]=3)[C:10]([CH2:34][CH3:35])=[C:9]([CH3:36])[N:8]=2)=[CH:4][CH:3]=1. The catalyst class is: 11. (7) Reactant: [C:1]([O:5][C:6]([N:8]1[CH2:13][CH2:12][C:11]([O:16][CH3:17])([CH:14]=[CH2:15])[CH2:10][CH2:9]1)=[O:7])([CH3:4])([CH3:3])[CH3:2].[OH-:18].[Na+].OO. Product: [C:1]([O:5][C:6]([N:8]1[CH2:9][CH2:10][C:11]([CH2:14][CH2:15][OH:18])([O:16][CH3:17])[CH2:12][CH2:13]1)=[O:7])([CH3:4])([CH3:3])[CH3:2]. The catalyst class is: 7. (8) Reactant: [C:1]([C:3]1[CH:8]=[CH:7][C:6]([C:9]2[N:13]3[CH:14]=[C:15]([C:18]4[CH:26]=[CH:25][C:21]([C:22](O)=[O:23])=[CH:20][CH:19]=4)[CH:16]=[CH:17][C:12]3=[N:11][CH:10]=2)=[CH:5][CH:4]=1)#[N:2].CN(C(ON1N=NC2C=CC=NC1=2)=[N+](C)C)C.F[P-](F)(F)(F)(F)F.CN1CCOCC1.Cl.[CH3:59][C:60]1([OH:66])[CH2:65][CH2:64][NH:63][CH2:62][CH2:61]1. Product: [OH:66][C:60]1([CH3:59])[CH2:65][CH2:64][N:63]([C:22]([C:21]2[CH:25]=[CH:26][C:18]([C:15]3[CH:16]=[CH:17][C:12]4[N:13]([C:9]([C:6]5[CH:7]=[CH:8][C:3]([C:1]#[N:2])=[CH:4][CH:5]=5)=[CH:10][N:11]=4)[CH:14]=3)=[CH:19][CH:20]=2)=[O:23])[CH2:62][CH2:61]1. The catalyst class is: 18.